Dataset: Forward reaction prediction with 1.9M reactions from USPTO patents (1976-2016). Task: Predict the product of the given reaction. (1) Given the reactants Cl[C:2]1[CH:7]=[CH:6][C:5]([C:8]2([C:14]#[N:15])[CH2:13][CH2:12][O:11][CH2:10][CH2:9]2)=[CH:4][CH:3]=1.C1(P(C2CCCCC2)C2CCCCC2)CCCCC1.[B:35]1([B:35]2[O:39][C:38]([CH3:41])([CH3:40])[C:37]([CH3:43])([CH3:42])[O:36]2)[O:39][C:38]([CH3:41])([CH3:40])[C:37]([CH3:43])([CH3:42])[O:36]1.CC([O-])=O.[K+], predict the reaction product. The product is: [CH3:42][C:37]1([CH3:43])[C:38]([CH3:41])([CH3:40])[O:39][B:35]([C:2]2[CH:7]=[CH:6][C:5]([C:8]3([C:14]#[N:15])[CH2:13][CH2:12][O:11][CH2:10][CH2:9]3)=[CH:4][CH:3]=2)[O:36]1. (2) Given the reactants C[Si](C)(C)CCOCN(COCC[Si](C)(C)C)[C:8]1[N:13]2[N:14]=[CH:15][C:16](C3C=NN(C)C=3)=[C:12]2N=C(C2CCC(CC(OCC)=O)CC2)C=1.[CH3:45][Si:46]([CH3:84])([CH3:83])[CH2:47][CH2:48][O:49][CH2:50][N:51]([CH2:75][O:76][CH2:77][CH2:78][Si:79]([CH3:82])([CH3:81])[CH3:80])[C:52]1[N:57]2[N:58]=[CH:59][C:60](I)=[C:56]2[N:55]=[C:54]([CH:62]2[CH2:67][CH2:66][N:65]([C:68]([O:70][C:71]([CH3:74])([CH3:73])[CH3:72])=[O:69])[CH2:64][CH2:63]2)[CH:53]=1.C[Si](C)(C)CCOCN(COCC[Si](C)(C)C)C1N2N=CC(I)=C2N=C(C2CCC(CC(OCC)=O)CC2)C=1, predict the reaction product. The product is: [CH3:45][Si:46]([CH3:84])([CH3:83])[CH2:47][CH2:48][O:49][CH2:50][N:51]([CH2:75][O:76][CH2:77][CH2:78][Si:79]([CH3:82])([CH3:81])[CH3:80])[C:52]1[N:57]2[N:58]=[CH:59][C:60]([C:16]3[CH:15]=[N:14][N:13]([CH3:8])[CH:12]=3)=[C:56]2[N:55]=[C:54]([CH:62]2[CH2:67][CH2:66][N:65]([C:68]([O:70][C:71]([CH3:74])([CH3:73])[CH3:72])=[O:69])[CH2:64][CH2:63]2)[CH:53]=1. (3) The product is: [OH:48][CH2:47][CH2:35][O:38][C:50]1[CH:55]=[C:54]([CH:4]2[CH2:5][CH2:6][N:1]([C:27]([O:29][CH2:30][C:31]([Cl:34])([Cl:33])[Cl:32])=[O:28])[CH2:2][CH:3]2[O:7][CH2:9][C:10]2[CH:19]=[CH:18][C:17]3[C:12](=[CH:13][CH:14]=[CH:15][CH:16]=3)[CH:11]=2)[CH:53]=[CH:52][CH:51]=1. Given the reactants [NH:1]1[CH2:6][CH2:5][CH2:4][CH:3]([OH:7])[CH2:2]1.Br[CH2:9][C:10]1[CH:19]=[CH:18][C:17]2[C:12](=[CH:13][CH:14]=[CH:15][CH:16]=2)[CH:11]=1.N1CCCCC1.Cl[C:27]([O:29][CH2:30][C:31]([Cl:34])([Cl:33])[Cl:32])=[O:28].[C:35](=[O:38])([O-])[O-].[K+].[K+].N1([C:47]([O-])=[O:48])CCCCC1.[C:50]1(C)[CH:55]=[CH:54][C:53](S(O)(=O)=O)=[CH:52][CH:51]=1, predict the reaction product. (4) Given the reactants [CH2:1]([C:3]1[C:12]([C:13]2[S:17][C:16]([C:18]3[CH:19]=[CH:20][C:21](CC(C)C)=[C:22]([CH:25]=3)[C:23]#[N:24])=[N:15]N=2)=[CH:11][CH:10]=[C:9]2[C:4]=1[CH2:5][CH2:6][NH:7][CH2:8]2)[CH3:2].Br[CH2:31][CH2:32][CH2:33][C:34]([O:36]CC)=[O:35].[C:39]([O-])([O-])=O.[K+].[K+].[OH-].[Li+].[CH:47]([OH:50])([CH3:49])[CH3:48], predict the reaction product. The product is: [C:23]([C:22]1[CH:25]=[C:18]([C:16]2[S:17][C:13]([C:12]3[C:3]([CH2:1][CH3:2])=[C:4]4[C:9](=[CH:10][CH:11]=3)[CH2:8][N:7]([CH2:31][CH2:32][CH2:33][C:34]([OH:36])=[O:35])[CH2:6][CH2:5]4)=[CH:39][N:15]=2)[CH:19]=[CH:20][C:21]=1[O:50][CH:47]([CH3:49])[CH3:48])#[N:24]. (5) Given the reactants [NH2:1][C:2]1[CH:3]=[CH:4][C:5]([F:11])=[C:6]([CH:10]=1)[C:7]([OH:9])=[O:8].S(Cl)(Cl)=O.[CH3:16]O, predict the reaction product. The product is: [CH3:16][O:8][C:7](=[O:9])[C:6]1[CH:10]=[C:2]([NH2:1])[CH:3]=[CH:4][C:5]=1[F:11]. (6) The product is: [Cl:14][C:13]1[C:8]([N:1]2[CH2:6][CH2:5][NH:4][CH2:3][CH2:2]2)=[N:9][CH:10]=[C:11]([C:15]([F:17])([F:16])[F:18])[CH:12]=1. Given the reactants [NH:1]1[CH2:6][CH2:5][NH:4][CH2:3][CH2:2]1.Cl[C:8]1[C:13]([Cl:14])=[CH:12][C:11]([C:15]([F:18])([F:17])[F:16])=[CH:10][N:9]=1, predict the reaction product. (7) Given the reactants [CH2:1]([S:3]([CH2:6][CH2:7][C:8]12[CH2:15][CH2:14][C:11]([C:16]([OH:18])=O)([CH2:12][CH2:13]1)[CH2:10][CH2:9]2)(=[O:5])=[O:4])[CH3:2].C(Cl)(=O)C(Cl)=O.[CH3:25][NH2:26], predict the reaction product. The product is: [CH2:1]([S:3]([CH2:6][CH2:7][C:8]12[CH2:15][CH2:14][C:11]([C:16]([NH:26][CH3:25])=[O:18])([CH2:12][CH2:13]1)[CH2:10][CH2:9]2)(=[O:5])=[O:4])[CH3:2].